From a dataset of Forward reaction prediction with 1.9M reactions from USPTO patents (1976-2016). Predict the product of the given reaction. (1) Given the reactants [NH2:1][CH2:2][C:3]1[C:4]([NH:19][C@H:20]([C:22]2[CH:27]=[CH:26][C:25]([F:28])=[CH:24][CH:23]=2)[CH3:21])=[N:5][C:6]([NH:10][C:11]2[CH:15]=[C:14]([CH:16]3[CH2:18][CH2:17]3)[NH:13][N:12]=2)=[C:7]([F:9])[CH:8]=1.[O:29]=[C:30]1[NH:34][CH:33]([C:35](O)=[O:36])[CH2:32][CH2:31]1, predict the reaction product. The product is: [CH:16]1([C:14]2[NH:13][N:12]=[C:11]([NH:10][C:6]3[N:5]=[C:4]([NH:19][C@H:20]([C:22]4[CH:23]=[CH:24][C:25]([F:28])=[CH:26][CH:27]=4)[CH3:21])[C:3]([CH2:2][N:1]4[C:35](=[O:36])[CH2:33][CH2:32][CH:31]4[C:30]([NH2:34])=[O:29])=[CH:8][C:7]=3[F:9])[CH:15]=2)[CH2:18][CH2:17]1. (2) Given the reactants [F:1][C:2]1[CH:9]=[CH:8][C:5]([C:6]#[N:7])=[CH:4][CH:3]=1.[NH2:10][OH:11].Cl.[OH-].[Na+].CCOC(C)=O.CCCCCC, predict the reaction product. The product is: [F:1][C:2]1[CH:9]=[CH:8][C:5]([C:6](=[N:10][OH:11])[NH2:7])=[CH:4][CH:3]=1. (3) Given the reactants [C:1]([NH:8][CH2:9][CH2:10][O:11][C:12]1[CH:17]=[CH:16][C:15]([CH2:18][C:19]([OH:21])=O)=[CH:14][CH:13]=1)([O:3][C:4]([CH3:7])([CH3:6])[CH3:5])=[O:2].C[CH2:23][N:24]=[C:25]=NCCCN(C)C.C1C=NC2N(O)N=NC=2C=1.Cl.CNC, predict the reaction product. The product is: [CH3:23][N:24]([CH3:25])[C:19](=[O:21])[CH2:18][C:15]1[CH:16]=[CH:17][C:12]([O:11][CH2:10][CH2:9][NH:8][C:1]([O:3][C:4]([CH3:7])([CH3:6])[CH3:5])=[O:2])=[CH:13][CH:14]=1. (4) Given the reactants P(Cl)(Cl)(Cl)=O.[C:6]1([CH:12]=[CH:13][CH:14](O)[CH3:15])[CH:11]=[CH:10][CH:9]=[CH:8][CH:7]=1.[C:17]([O-])(=O)[CH3:18].[Na+].CN(C)[CH:24]=[O:25], predict the reaction product. The product is: [C:6]1([C:12]([C:18]2[CH:17]=[CH:8][CH:7]=[CH:6][CH:11]=2)=[CH:13][CH:14]=[CH:15][CH:24]=[O:25])[CH:11]=[CH:10][CH:9]=[CH:8][CH:7]=1. (5) Given the reactants C([O:3][C:4]([C:6]1[S:10][C:9]([N:11]2[C:15]3[CH:16]=[CH:17][C:18]([CH2:20][N:21]4[CH2:26][CH2:25][N:24]([CH3:27])[CH2:23][CH2:22]4)=[CH:19][C:14]=3[N:13]=[CH:12]2)=[N:8][C:7]=1[C:28]1[CH:33]=[CH:32][CH:31]=[C:30]([Cl:34])[CH:29]=1)=[O:5])C.[OH-].[Li+], predict the reaction product. The product is: [Cl:34][C:30]1[CH:29]=[C:28]([C:7]2[N:8]=[C:9]([N:11]3[C:15]4[CH:16]=[CH:17][C:18]([CH2:20][N:21]5[CH2:22][CH2:23][N:24]([CH3:27])[CH2:25][CH2:26]5)=[CH:19][C:14]=4[N:13]=[CH:12]3)[S:10][C:6]=2[C:4]([OH:5])=[O:3])[CH:33]=[CH:32][CH:31]=1. (6) Given the reactants [F:1][C:2]([F:6])([F:5])[CH2:3][OH:4].[H-].[Na+].F[C:10]1[CH:15]=[C:14]([N:16]2[CH:20]=[CH:19][CH:18]=[N:17]2)[CH:13]=[CH:12][C:11]=1[N:21]1[C:26]2[CH:27]=[CH:28][O:29][C:25]=2[C:24](=[O:30])[C:23]([C:31]2[N:35]([C:36]3[CH:41]=[CH:40][CH:39]=[CH:38][CH:37]=3)[N:34]=[CH:33][CH:32]=2)=[N:22]1.C(=O)([O-])O.[Na+], predict the reaction product. The product is: [C:36]1([N:35]2[C:31]([C:23]3[C:24](=[O:30])[C:25]4[O:29][CH:28]=[CH:27][C:26]=4[N:21]([C:11]4[CH:12]=[CH:13][C:14]([N:16]5[CH:20]=[CH:19][CH:18]=[N:17]5)=[CH:15][C:10]=4[O:4][CH2:3][C:2]([F:6])([F:5])[F:1])[N:22]=3)=[CH:32][CH:33]=[N:34]2)[CH:41]=[CH:40][CH:39]=[CH:38][CH:37]=1. (7) The product is: [CH:10]([C:11]1[CH:12]=[CH:13][C:14]([NH:17][C:18](=[O:20])[CH3:19])=[N:15][CH:16]=1)=[O:9]. Given the reactants C[N+]1([O-])CCOCC1.[OH:9][CH2:10][C:11]1[CH:12]=[CH:13][C:14]([NH:17][C:18](=[O:20])[CH3:19])=[N:15][CH:16]=1, predict the reaction product.